Dataset: Forward reaction prediction with 1.9M reactions from USPTO patents (1976-2016). Task: Predict the product of the given reaction. (1) Given the reactants [C:1]([O:5][C:6]([NH:8][C@H:9]1[CH2:14][CH2:13][CH2:12][CH2:11][C@H:10]1[NH:15][C:16]1[N:21]=[C:20](Cl)[C:19]2[C:23](=[O:33])[N:24]([C:26]([O:28][C:29]([CH3:32])([CH3:31])[CH3:30])=[O:27])[CH2:25][C:18]=2[C:17]=1[F:34])=[O:7])([CH3:4])([CH3:3])[CH3:2].[CH3:35][N:36]1[C:40]2[CH:41]=[C:42]([Sn](CCCC)(CCCC)CCCC)[S:43][C:39]=2[CH:38]=[N:37]1, predict the reaction product. The product is: [C:1]([O:5][C:6]([NH:8][C@H:9]1[CH2:14][CH2:13][CH2:12][CH2:11][C@H:10]1[NH:15][C:16]1[N:21]=[C:20]([C:42]2[S:43][C:39]3[CH:38]=[N:37][N:36]([CH3:35])[C:40]=3[CH:41]=2)[C:19]2[C:23](=[O:33])[N:24]([C:26]([O:28][C:29]([CH3:32])([CH3:31])[CH3:30])=[O:27])[CH2:25][C:18]=2[C:17]=1[F:34])=[O:7])([CH3:4])([CH3:3])[CH3:2]. (2) Given the reactants [C:1]([N:5]1[C:9]([C:10]2[CH:15]=[CH:14][C:13]([CH3:16])=[CH:12][CH:11]=2)=[CH:8][C:7]([CH2:17][CH2:18][CH:19]=O)=[N:6]1)([CH3:4])([CH3:3])[CH3:2].[Cl:21][C:22]1[CH:27]=[CH:26][C:25]([N:28]2[CH2:33][CH2:32][NH:31][CH2:30][CH2:29]2)=[CH:24][CH:23]=1.CCN(C(C)C)C(C)C.[BH-](OC(C)=O)(OC(C)=O)OC(C)=O.[Na+], predict the reaction product. The product is: [C:1]([N:5]1[C:9]([C:10]2[CH:15]=[CH:14][C:13]([CH3:16])=[CH:12][CH:11]=2)=[CH:8][C:7]([CH2:17][CH2:18][CH2:19][N:31]2[CH2:30][CH2:29][N:28]([C:25]3[CH:24]=[CH:23][C:22]([Cl:21])=[CH:27][CH:26]=3)[CH2:33][CH2:32]2)=[N:6]1)([CH3:4])([CH3:3])[CH3:2]. (3) Given the reactants [CH3:1][O:2][C:3]1[CH:8]=[CH:7][CH:6]=[CH:5][C:4]=1[S:9]([N:12]([CH3:31])[C:13]1[CH:14]=[CH:15][CH:16]=[C:17]2[C:21]=1[NH:20][C:19]([C:22]1[S:23][CH:24]([CH2:27][C:28]([OH:30])=O)[CH2:25][N:26]=1)=[CH:18]2)(=[O:11])=[O:10].C[N:33](C)C=O.Cl.CN(C)CCCN=C=NCC, predict the reaction product. The product is: [CH3:1][O:2][C:3]1[CH:8]=[CH:7][CH:6]=[CH:5][C:4]=1[S:9]([N:12]([CH3:31])[C:13]1[CH:14]=[CH:15][CH:16]=[C:17]2[C:21]=1[NH:20][C:19]([C:22]1[S:23][CH:24]([CH2:27][C:28]([NH2:33])=[O:30])[CH2:25][N:26]=1)=[CH:18]2)(=[O:11])=[O:10].